Dataset: Reaction yield outcomes from USPTO patents with 853,638 reactions. Task: Predict the reaction yield, written as a fraction of the theoretical maximum amount of product (1.0 means a 100% yield; for example, 0.34 means a 34% yield). (1) The reactants are O1CCCC1.[C:6]([C:10]1[CH:15]=[CH:14][C:13]([CH:16]2[CH2:18][CH:17]2[C:19]([O:21]CC)=[O:20])=[CH:12][C:11]=1[F:24])([CH3:9])([CH3:8])[CH3:7].[OH-].[Na+].Cl. The product is [C:6]([C:10]1[CH:15]=[CH:14][C:13]([CH:16]2[CH2:18][CH:17]2[C:19]([OH:21])=[O:20])=[CH:12][C:11]=1[F:24])([CH3:9])([CH3:7])[CH3:8]. The catalyst is CO. The yield is 0.890. (2) The reactants are [F:1][C:2]1[C:7]([C:8]([F:11])([F:10])[F:9])=[CH:6][CH:5]=[CH:4][C:3]=1[NH2:12].C(=O)(O)[O-].[Na+].[C:18](Cl)(Cl)=[S:19]. The catalyst is ClCCl.O. The product is [F:1][C:2]1[C:7]([C:8]([F:10])([F:11])[F:9])=[CH:6][CH:5]=[CH:4][C:3]=1[N:12]=[C:18]=[S:19]. The yield is 0.910.